From a dataset of Catalyst prediction with 721,799 reactions and 888 catalyst types from USPTO. Predict which catalyst facilitates the given reaction. (1) Reactant: [CH:1]1([CH2:6][C:7](Cl)=[O:8])[CH2:5][CH2:4][CH2:3][CH2:2]1.[NH2:10][C:11]1[S:15][C:14]([NH:16][C:17]2[CH:26]=[CH:25][C:24]3[C:19](=[CH:20][CH:21]=[CH:22][CH:23]=3)[CH:18]=2)=[N:13][C:12]=1[C:27]([NH2:29])=[O:28].N1C=CC=CC=1. Product: [CH:1]1([CH2:6][C:7]([NH:10][C:11]2[S:15][C:14]([NH:16][C:17]3[CH:26]=[CH:25][C:24]4[C:19](=[CH:20][CH:21]=[CH:22][CH:23]=4)[CH:18]=3)=[N:13][C:12]=2[C:27]([NH2:29])=[O:28])=[O:8])[CH2:5][CH2:4][CH2:3][CH2:2]1. The catalyst class is: 1. (2) Reactant: Br[CH2:2][C:3]([NH:5][C:6]1[CH:11]=[CH:10][CH:9]=[C:8]([N+:12]([O-:14])=[O:13])[C:7]=1[CH3:15])=[O:4].[NH:16]1[CH2:21][CH2:20][O:19][CH2:18][CH2:17]1.C(N(C(C)C)CC)(C)C. Product: [CH3:15][C:7]1[C:8]([N+:12]([O-:14])=[O:13])=[CH:9][CH:10]=[CH:11][C:6]=1[NH:5][C:3](=[O:4])[CH2:2][N:16]1[CH2:21][CH2:20][O:19][CH2:18][CH2:17]1. The catalyst class is: 1. (3) Reactant: [Br:1][C:2]1[CH:7]=[CH:6][C:5]([NH:8][C:9](=[O:20])[C:10]2[CH:15]=[CH:14][C:13](Cl)=[C:12]([N+:17]([O-:19])=[O:18])[CH:11]=2)=[CH:4][CH:3]=1.[NH2:21][C:22]1[CH:27]=[CH:26][C:25]([OH:28])=[CH:24][CH:23]=1.[OH-].[K+].Cl. Product: [NH2:21][C:22]1[CH:27]=[CH:26][C:25]([O:28][C:13]2[CH:14]=[CH:15][C:10]([C:9]([NH:8][C:5]3[CH:6]=[CH:7][C:2]([Br:1])=[CH:3][CH:4]=3)=[O:20])=[CH:11][C:12]=2[N+:17]([O-:19])=[O:18])=[CH:24][CH:23]=1. The catalyst class is: 58. (4) Reactant: [NH2:1][CH:2]([CH2:12][C:13]1[CH:18]=[CH:17][C:16]([O:19][CH3:20])=[CH:15][CH:14]=1)[CH:3]([C:5]1[CH:10]=[CH:9][C:8]([F:11])=[CH:7][CH:6]=1)[OH:4].[C:21]1([C:31](Cl)=[O:32])[C:30]2[C:25](=[CH:26][CH:27]=[CH:28][CH:29]=2)[CH:24]=[CH:23][CH:22]=1.C(=O)([O-])O.[Na+]. Product: [F:11][C:8]1[CH:7]=[CH:6][C:5]([CH:3]([OH:4])[CH:2]([NH:1][C:31]([C:21]2[C:30]3[C:25](=[CH:26][CH:27]=[CH:28][CH:29]=3)[CH:24]=[CH:23][CH:22]=2)=[O:32])[CH2:12][C:13]2[CH:14]=[CH:15][C:16]([O:19][CH3:20])=[CH:17][CH:18]=2)=[CH:10][CH:9]=1. The catalyst class is: 84.